Dataset: Catalyst prediction with 721,799 reactions and 888 catalyst types from USPTO. Task: Predict which catalyst facilitates the given reaction. (1) The catalyst class is: 582. Product: [CH3:1][O:2][C:3](=[O:21])[CH2:4][CH2:5][C:6]1[CH:11]=[CH:10][C:9]([OH:12])=[C:8]([F:20])[CH:7]=1. Reactant: [CH3:1][O:2][C:3](=[O:21])/[CH:4]=[CH:5]/[C:6]1[CH:11]=[CH:10][C:9]([O:12]CC2C=CC=CC=2)=[C:8]([F:20])[CH:7]=1. (2) Reactant: Br[C:2]1[CH:23]=[CH:22][C:5]([CH2:6][C:7]2[NH:8][C:9]3[C:15]([C:16]([O:18][CH3:19])=[O:17])=[CH:14][CH:13]=[C:12]([O:20][CH3:21])[C:10]=3[N:11]=2)=[CH:4][CH:3]=1.C(=O)([O-])[O-].[Na+].[Na+].C(B(CC)[C:33]1[CH:34]=[N:35][CH:36]=[CH:37][CH:38]=1)C. Product: [CH3:21][O:20][C:12]1[C:10]2[N:11]=[C:7]([CH2:6][C:5]3[CH:22]=[CH:23][C:2]([C:33]4[CH:34]=[N:35][CH:36]=[CH:37][CH:38]=4)=[CH:3][CH:4]=3)[NH:8][C:9]=2[C:15]([C:16]([O:18][CH3:19])=[O:17])=[CH:14][CH:13]=1. The catalyst class is: 741.